From a dataset of Full USPTO retrosynthesis dataset with 1.9M reactions from patents (1976-2016). Predict the reactants needed to synthesize the given product. (1) Given the product [C:4]([C:3]1[C:6]([F:11])=[CH:7][C:8]([F:10])=[CH:9][C:2]=1[O:12][C:13]1[CH:14]=[C:15]([NH:19][S:20]([N:23]([CH3:25])[CH3:24])(=[O:21])=[O:22])[CH:16]=[CH:17][CH:18]=1)#[N:5], predict the reactants needed to synthesize it. The reactants are: F[C:2]1[CH:9]=[C:8]([F:10])[CH:7]=[C:6]([F:11])[C:3]=1[C:4]#[N:5].[OH:12][C:13]1[CH:14]=[C:15]([NH:19][S:20]([N:23]([CH3:25])[CH3:24])(=[O:22])=[O:21])[CH:16]=[CH:17][CH:18]=1.[H-].[Na+]. (2) Given the product [Cl:1][C:2]1[C:3]([F:42])=[C:4]([CH:39]=[CH:40][CH:41]=1)[CH2:5][NH:6][C:7]([C@@H:9]1[CH2:13][C@:12]([F:15])([CH3:14])[CH2:11][N:10]1[C:16](=[O:38])[CH2:17][N:18]1[C:26]2[C:21](=[CH:22][C:23]([OH:27])=[CH:24][CH:25]=2)[C:20]([C:35](=[O:37])[CH3:36])=[CH:19]1)=[O:8], predict the reactants needed to synthesize it. The reactants are: [Cl:1][C:2]1[C:3]([F:42])=[C:4]([CH:39]=[CH:40][CH:41]=1)[CH2:5][NH:6][C:7]([C@@H:9]1[CH2:13][C@:12]([F:15])([CH3:14])[CH2:11][N:10]1[C:16](=[O:38])[CH2:17][N:18]1[C:26]2[C:21](=[CH:22][C:23]([O:27]CC3C=CC=CC=3)=[CH:24][CH:25]=2)[C:20]([C:35](=[O:37])[CH3:36])=[CH:19]1)=[O:8].C(O)(C(F)(F)F)=O.C1(SC)C=CC=CC=1.